From a dataset of Full USPTO retrosynthesis dataset with 1.9M reactions from patents (1976-2016). Predict the reactants needed to synthesize the given product. Given the product [CH2:18]([O:20][C:21]([C:23]1([C:26]2[CH:31]=[CH:30][C:29]([C:2]3[CH:7]=[CH:6][C:5]([C:8]4[O:12][N:11]=[C:10]([CH3:13])[C:9]=4[CH:14]([OH:17])[CH:15]=[CH2:16])=[CH:4][CH:3]=3)=[CH:28][CH:27]=2)[CH2:24][CH2:25]1)=[O:22])[CH3:19], predict the reactants needed to synthesize it. The reactants are: Br[C:2]1[CH:7]=[CH:6][C:5]([C:8]2[O:12][N:11]=[C:10]([CH3:13])[C:9]=2[CH:14]([OH:17])[CH:15]=[CH2:16])=[CH:4][CH:3]=1.[CH2:18]([O:20][C:21]([C:23]1([C:26]2[CH:31]=[CH:30][C:29](B3OC(C)(C)C(C)(C)O3)=[CH:28][CH:27]=2)[CH2:25][CH2:24]1)=[O:22])[CH3:19].